From a dataset of Peptide-MHC class I binding affinity with 185,985 pairs from IEDB/IMGT. Regression. Given a peptide amino acid sequence and an MHC pseudo amino acid sequence, predict their binding affinity value. This is MHC class I binding data. (1) The peptide sequence is FNFRFAPI. The MHC is H-2-Kb with pseudo-sequence H-2-Kb. The binding affinity (normalized) is 0.840. (2) The peptide sequence is STTDAEACY. The MHC is HLA-A33:01 with pseudo-sequence HLA-A33:01. The binding affinity (normalized) is 0.0977. (3) The binding affinity (normalized) is 0.503. The peptide sequence is DAYGFHNYK. The MHC is HLA-A03:01 with pseudo-sequence HLA-A03:01. (4) The peptide sequence is RRFQHKDGH. The MHC is HLA-A02:01 with pseudo-sequence HLA-A02:01. The binding affinity (normalized) is 0.0847.